Dataset: Reaction yield outcomes from USPTO patents with 853,638 reactions. Task: Predict the reaction yield, written as a fraction of the theoretical maximum amount of product (1.0 means a 100% yield; for example, 0.34 means a 34% yield). (1) The reactants are [CH2:1]([C@@H:3]1[CH2:24][O:23][C:6]2=[C:7]3[C:12](=[CH:13][CH:14]=[C:5]2[NH:4]1)[N:11]=[C:10]([O:15][CH:16]([CH3:18])[CH3:17])[CH:9]=[C:8]3[C:19]([F:22])([F:21])[F:20])[CH3:2].C([O-])([O-])=O.[K+].[K+]. The catalyst is CN(C=O)C. The product is [CH2:1]([C@@H:3]1[CH2:24][O:23][C:6]2=[C:7]3[C:12](=[CH:13][CH:14]=[C:5]2[N:4]1[CH2:8][C:7]([CH3:12])=[CH2:6])[N:11]=[C:10]([O:15][CH:16]([CH3:18])[CH3:17])[CH:9]=[C:8]3[C:19]([F:21])([F:22])[F:20])[CH3:2]. The yield is 0.870. (2) The reactants are [Br:1][C:2]1[CH:10]=[C:9]2[C:5]([C:6]([C:11](=[O:16])[C:12]([F:15])([F:14])[F:13])=[CH:7][NH:8]2)=[CH:4][CH:3]=1.[H-].[Na+].[CH3:19][O:20][C:21]1[CH:26]=[CH:25][C:24]([S:27](Cl)(=[O:29])=[O:28])=[CH:23][C:22]=1[N:31]1[CH2:36][CH2:35][N:34]([C:37](=[O:42])[C:38]([F:41])([F:40])[F:39])[CH2:33][CH2:32]1. The catalyst is C1COCC1. The product is [Br:1][C:2]1[CH:10]=[C:9]2[C:5]([C:6]([C:11](=[O:16])[C:12]([F:13])([F:14])[F:15])=[CH:7][N:8]2[S:27]([C:24]2[CH:25]=[CH:26][C:21]([O:20][CH3:19])=[C:22]([N:31]3[CH2:36][CH2:35][N:34]([C:37](=[O:42])[C:38]([F:41])([F:39])[F:40])[CH2:33][CH2:32]3)[CH:23]=2)(=[O:29])=[O:28])=[CH:4][CH:3]=1. The yield is 0.540. (3) The reactants are [NH2:1][CH:2]1[CH2:7][CH2:6][CH:5]([NH:8][C:9]2[N:17]=[C:16]3[C:12]([N:13]=[CH:14][N:15]3[CH:18]3[CH2:22][CH2:21][CH2:20][CH2:19]3)=[C:11]([NH:23][CH2:24][C:25]3[CH:26]=[N:27][C:28](Br)=[CH:29][CH:30]=3)[N:10]=2)[CH2:4][CH2:3]1.[F:32][C:33]1[CH:34]=[C:35](B(O)O)[CH:36]=[CH:37][CH:38]=1.C1(P(C2C=CC=CC=2)C2C=CC=CC=2)C=CC=CC=1.C(=O)([O-])[O-].[Na+].[Na+]. The catalyst is COCCOC.O.C1C=CC(/C=C/C(/C=C/C2C=CC=CC=2)=O)=CC=1.C1C=CC(/C=C/C(/C=C/C2C=CC=CC=2)=O)=CC=1.[Pd]. The product is [NH2:1][CH:2]1[CH2:7][CH2:6][CH:5]([NH:8][C:9]2[N:17]=[C:16]3[C:12]([N:13]=[CH:14][N:15]3[CH:18]3[CH2:22][CH2:21][CH2:20][CH2:19]3)=[C:11]([NH:23][CH2:24][C:25]3[CH:26]=[N:27][C:28]([C:37]4[CH:36]=[CH:35][CH:34]=[C:33]([F:32])[CH:38]=4)=[CH:29][CH:30]=3)[N:10]=2)[CH2:4][CH2:3]1. The yield is 0.920. (4) The reactants are [F:1][C:2]1[CH:7]=[C:6]([N+:8]([O-])=O)[CH:5]=[CH:4][C:3]=1[OH:11]. The catalyst is CCO.O.[Fe]. The product is [NH2:8][C:6]1[CH:5]=[CH:4][C:3]([OH:11])=[C:2]([F:1])[CH:7]=1. The yield is 0.551. (5) The reactants are [CH:1]([N:4]1[C:12]2[C:7](=[CH:8][CH:9]=[C:10]([N+:13]([O-:15])=[O:14])[CH:11]=2)[C:6]([C:16]([OH:18])=O)=[CH:5]1)([CH3:3])[CH3:2].F[P-](F)(F)(F)(F)F.N1(O[P+](N(C)C)(N(C)C)N(C)C)C2C=CC=CC=2N=N1.[NH2:46][C:47]1[S:48][CH:49]=[CH:50][N:51]=1. The catalyst is C(Cl)Cl. The product is [S:48]1[CH:49]=[CH:50][N:51]=[C:47]1[NH:46][C:16]([C:6]1[C:7]2[C:12](=[CH:11][C:10]([N+:13]([O-:15])=[O:14])=[CH:9][CH:8]=2)[N:4]([CH:1]([CH3:2])[CH3:3])[CH:5]=1)=[O:18]. The yield is 0.0490.